Predict the reactants needed to synthesize the given product. From a dataset of Full USPTO retrosynthesis dataset with 1.9M reactions from patents (1976-2016). (1) The reactants are: [Br:1][C:2]1[CH:3]=[N:4][NH:5][C:6]=1[NH2:7].[H-].[Na+].[CH3:10][Si:11]([CH2:14][CH2:15][O:16][CH2:17]Cl)([CH3:13])[CH3:12]. Given the product [Br:1][C:2]1[CH:3]=[N:4][N:5]([CH2:17][O:16][CH2:15][CH2:14][Si:11]([CH3:13])([CH3:12])[CH3:10])[C:6]=1[NH2:7], predict the reactants needed to synthesize it. (2) Given the product [Br-:23].[CH2:24]([N+:1]12[CH2:6][CH2:5][C:4]([C:9]([OH:10])([C:17]3[CH:22]=[CH:21][CH:20]=[CH:19][CH:18]=3)[C:11]3[CH:12]=[CH:13][CH:14]=[CH:15][CH:16]=3)([CH2:3][CH2:2]1)[CH2:7][CH2:8]2)[CH3:25], predict the reactants needed to synthesize it. The reactants are: [N:1]12[CH2:8][CH2:7][C:4]([C:9]([C:17]3[CH:22]=[CH:21][CH:20]=[CH:19][CH:18]=3)([C:11]3[CH:16]=[CH:15][CH:14]=[CH:13][CH:12]=3)[OH:10])([CH2:5][CH2:6]1)[CH2:3][CH2:2]2.[Br:23][CH2:24][CH3:25]. (3) The reactants are: [CH3:1][O:2][C:3]1[CH:4]=[C:5]([CH2:9][CH2:10][C:11]([OH:13])=O)[CH:6]=[CH:7][CH:8]=1.C[N:15]1CCOCC1.ClC(OC(C)C)=O.N.CO. Given the product [CH3:1][O:2][C:3]1[CH:4]=[C:5]([CH2:9][CH2:10][C:11]([NH2:15])=[O:13])[CH:6]=[CH:7][CH:8]=1, predict the reactants needed to synthesize it.